Regression. Given two drug SMILES strings and cell line genomic features, predict the synergy score measuring deviation from expected non-interaction effect. From a dataset of Merck oncology drug combination screen with 23,052 pairs across 39 cell lines. (1) Drug 1: N#Cc1ccc(Cn2cncc2CN2CCN(c3cccc(Cl)c3)C(=O)C2)cc1. Drug 2: Cn1c(=O)n(-c2ccc(C(C)(C)C#N)cc2)c2c3cc(-c4cnc5ccccc5c4)ccc3ncc21. Cell line: SKOV3. Synergy scores: synergy=20.8. (2) Drug 1: C#Cc1cccc(Nc2ncnc3cc(OCCOC)c(OCCOC)cc23)c1. Drug 2: COC1CC2CCC(C)C(O)(O2)C(=O)C(=O)N2CCCCC2C(=O)OC(C(C)CC2CCC(OP(C)(C)=O)C(OC)C2)CC(=O)C(C)C=C(C)C(O)C(OC)C(=O)C(C)CC(C)C=CC=CC=C1C. Cell line: LOVO. Synergy scores: synergy=47.3. (3) Drug 1: O=S1(=O)NC2(CN1CC(F)(F)F)C1CCC2Cc2cc(C=CCN3CCC(C(F)(F)F)CC3)ccc2C1. Drug 2: CCC1(O)CC2CN(CCc3c([nH]c4ccccc34)C(C(=O)OC)(c3cc4c(cc3OC)N(C)C3C(O)(C(=O)OC)C(OC(C)=O)C5(CC)C=CCN6CCC43C65)C2)C1. Cell line: ZR751. Synergy scores: synergy=-2.90. (4) Drug 1: C=CCn1c(=O)c2cnc(Nc3ccc(N4CCN(C)CC4)cc3)nc2n1-c1cccc(C(C)(C)O)n1. Drug 2: CCC1(O)C(=O)OCc2c1cc1n(c2=O)Cc2cc3c(CN(C)C)c(O)ccc3nc2-1. Synergy scores: synergy=-17.1. Cell line: NCIH460. (5) Drug 1: COC12C(COC(N)=O)C3=C(C(=O)C(C)=C(N)C3=O)N1CC1NC12. Drug 2: O=C(CCCCCCC(=O)Nc1ccccc1)NO. Cell line: DLD1. Synergy scores: synergy=-14.0. (6) Drug 1: Cn1nnc2c(C(N)=O)ncn2c1=O. Drug 2: Cn1cc(-c2cnn3c(N)c(Br)c(C4CCCNC4)nc23)cn1. Cell line: NCIH23. Synergy scores: synergy=-13.5.